Predict the reactants needed to synthesize the given product. From a dataset of Full USPTO retrosynthesis dataset with 1.9M reactions from patents (1976-2016). (1) Given the product [CH:1]1([NH:4][C:5](=[O:10])[CH2:6][N:7]([CH2:8][CH3:9])[C:31]([C:26]2[CH:27]=[C:28]3[C:23](=[CH:24][CH:25]=2)[NH:22][C:21]2[CH2:29][CH2:30][CH:18]([CH:15]4[CH2:14][CH2:13][O:12][CH2:17][CH2:16]4)[CH2:19][C:20]3=2)=[O:32])[CH2:3][CH2:2]1, predict the reactants needed to synthesize it. The reactants are: [CH:1]1([NH:4][C:5](=[O:10])[CH2:6][NH2+:7][CH2:8][CH3:9])[CH2:3][CH2:2]1.[Cl-].[O:12]1[CH2:17][CH2:16][CH:15]([CH:18]2[CH2:30][C:29]3[C:28]4[C:23](=[CH:24][CH:25]=[C:26]([C:31](O)=[O:32])[CH:27]=4)[NH:22][C:21]=3[CH2:20][CH2:19]2)[CH2:14][CH2:13]1.CCN(C(C)C)C(C)C.CN(C(ON1N=NC2C=CC=NC1=2)=[N+](C)C)C.F[P-](F)(F)(F)(F)F. (2) Given the product [Cl:12][C:13]1[CH:18]=[C:17]([O:9][C:6]2[CH:7]=[CH:8][C:3]([O:2][CH3:1])=[CH:4][CH:5]=2)[CH:16]=[CH:15][N:14]=1, predict the reactants needed to synthesize it. The reactants are: [CH3:1][O:2][C:3]1[CH:8]=[CH:7][C:6]([OH:9])=[CH:5][CH:4]=1.[H-].[Na+].[Cl:12][C:13]1[CH:18]=[C:17]([N+]([O-])=O)[CH:16]=[CH:15][N:14]=1. (3) The reactants are: [Si:1]([O:8][CH2:9][C:10]1[N:11]([CH3:26])[C:12]2[C:17]([CH:18]=1)=[CH:16][C:15]1[C:19](=O)[CH2:20][CH:21]([CH3:24])[CH2:22][CH2:23][C:14]=1[CH:13]=2)([C:4]([CH3:7])([CH3:6])[CH3:5])([CH3:3])[CH3:2].[CH3:27][O:28][C:29]1[CH:36]=[C:35]([O:37][CH3:38])[CH:34]=[CH:33][C:30]=1[CH2:31][NH2:32].CCN(CC)CC. Given the product [Si:1]([O:8][CH2:9][C:10]1[N:11]([CH3:26])[C:12]2[C:17]([CH:18]=1)=[CH:16][C:15]1[C:19](=[N:32][CH2:31][C:30]3[CH:33]=[CH:34][C:35]([O:37][CH3:38])=[CH:36][C:29]=3[O:28][CH3:27])[CH2:20][CH:21]([CH3:24])[CH2:22][CH2:23][C:14]=1[CH:13]=2)([C:4]([CH3:7])([CH3:5])[CH3:6])([CH3:3])[CH3:2], predict the reactants needed to synthesize it. (4) Given the product [F:1][C:2]1[CH:7]=[CH:6][CH:5]=[CH:4][C:3]=1[N:8]1[C:12]([C:13]2[CH:14]=[CH:15][N:16]=[CH:17][CH:18]=2)=[C:11]([C:19]2[O:20][N:27]=[C:26]([C:28]3[O:29][CH:30]=[CH:31][CH:32]=3)[N:25]=2)[N:10]=[N:9]1, predict the reactants needed to synthesize it. The reactants are: [F:1][C:2]1[CH:7]=[CH:6][CH:5]=[CH:4][C:3]=1[N:8]1[C:12]([C:13]2[CH:18]=[CH:17][N:16]=[CH:15][CH:14]=2)=[C:11]([C:19](OCC)=[O:20])[N:10]=[N:9]1.O[NH:25][C:26]([C:28]1[O:29][CH:30]=[CH:31][CH:32]=1)=[NH:27]. (5) Given the product [F:17][C:15]1[CH:16]=[C:11]([CH2:10][C@@H:9]([C:19]2[C:24]([C:25]3[CH:26]=[CH:27][C:28]([F:34])=[C:29]([CH:33]=3)[C:30]([NH2:32])=[O:31])=[CH:23][CH:22]=[CH:21][N:20]=2)[NH:8][C:47](=[O:48])[CH2:46][CH:39]2[C:38]3[C:42](=[CH:43][CH:44]=[C:36]([CH3:35])[CH:37]=3)[NH:41][C:40]2=[O:45])[CH:12]=[C:13]([F:18])[CH:14]=1, predict the reactants needed to synthesize it. The reactants are: FC(F)(F)C(O)=O.[NH2:8][C@H:9]([C:19]1[C:24]([C:25]2[CH:26]=[CH:27][C:28]([F:34])=[C:29]([CH:33]=2)[C:30]([NH2:32])=[O:31])=[CH:23][CH:22]=[CH:21][N:20]=1)[CH2:10][C:11]1[CH:16]=[C:15]([F:17])[CH:14]=[C:13]([F:18])[CH:12]=1.[CH3:35][C:36]1[CH:37]=[C:38]2[C:42](=[CH:43][CH:44]=1)[NH:41][C:40](=[O:45])[CH:39]2[CH2:46][C:47](O)=[O:48]. (6) Given the product [CH3:16][C:6]([NH2:5])([CH3:15])[CH2:7][C:8]1[CH:13]=[CH:12][C:11]([CH3:14])=[CH:10][CH:9]=1, predict the reactants needed to synthesize it. The reactants are: ClCC([NH:5][C:6]([CH3:16])([CH3:15])[CH2:7][C:8]1[CH:13]=[CH:12][C:11]([CH3:14])=[CH:10][CH:9]=1)=O.NC(N)=S.C(O)(=O)C.[OH-].[Na+].